From a dataset of Forward reaction prediction with 1.9M reactions from USPTO patents (1976-2016). Predict the product of the given reaction. (1) Given the reactants II.Br[CH2:4][CH2:5][CH:6]1[O:10][CH2:9][CH2:8][O:7]1.[CH3:11][C:12]1[CH:19]=[CH:18][CH:17]=[CH:16][C:13]=1[CH:14]=[O:15], predict the reaction product. The product is: [O:7]1[CH2:8][CH2:9][O:10][CH:6]1[CH2:5][CH2:4][CH:14]([C:13]1[CH:16]=[CH:17][CH:18]=[CH:19][C:12]=1[CH3:11])[OH:15]. (2) Given the reactants [Cl-:1].Cl[C:3]1[CH:8]=[CH:7][CH:6]=[CH:5][C:4]=1/[C:9](=[CH:14]/N(C)C)/[CH:10]=[N+](C)C.[OH-:18].[Na+].CC[OH:22], predict the reaction product. The product is: [Cl:1][C:3]1[CH:8]=[CH:7][CH:6]=[CH:5][C:4]=1[CH:9]([CH:14]=[O:22])[CH:10]=[O:18]. (3) Given the reactants [CH3:1][C:2]1[N:7]=[C:6]([C:8]#N)[C:5]([C:10]2[N:15]=[CH:14][C:13]([CH3:16])=[CH:12][N:11]=2)=[CH:4][CH:3]=1.[OH-:17].[Na+].C1C(=NNC2C=CC(/C=C/C3C=CC(NN=C4C=CC(=O)C=C4)=CC=3S([O-])(=O)=O)=C(S([O-])(=O)=O)C=2)C=CC(=[O:22])C=1.[Na+].[Na+], predict the reaction product. The product is: [CH3:1][C:2]1[N:7]=[C:6]([C:8]([OH:22])=[O:17])[C:5]([C:10]2[N:15]=[CH:14][C:13]([CH3:16])=[CH:12][N:11]=2)=[CH:4][CH:3]=1. (4) Given the reactants FC(F)(F)C(O)=O.O.[Cl:9][C:10]1[CH:15]=[CH:14][CH:13]=[CH:12][C:11]=1[C:16]1[N:20]([CH3:21])[C:19]([C:22]([CH3:35])([CH3:34])[CH:23]([O:30]COC)[C:24]2[CH:29]=[CH:28][CH:27]=[CH:26][CH:25]=2)=[N:18][N:17]=1, predict the reaction product. The product is: [Cl:9][C:10]1[CH:15]=[CH:14][CH:13]=[CH:12][C:11]=1[C:16]1[N:20]([CH3:21])[C:19]([C:22]([CH3:34])([CH3:35])[CH:23]([C:24]2[CH:25]=[CH:26][CH:27]=[CH:28][CH:29]=2)[OH:30])=[N:18][N:17]=1. (5) Given the reactants [OH:1][CH:2]1[CH2:6][CH2:5][N:4]([C:7]([C:9]2[CH:14]=[CH:13][CH:12]=[C:11]([N+:15]([O-])=O)[CH:10]=2)=[O:8])[CH2:3]1, predict the reaction product. The product is: [NH2:15][C:11]1[CH:10]=[C:9]([C:7]([N:4]2[CH2:5][CH2:6][CH:2]([OH:1])[CH2:3]2)=[O:8])[CH:14]=[CH:13][CH:12]=1. (6) The product is: [C:48]([O:52][C:53]([N:55]1[CH2:60][CH2:59][CH:58]([N:13]([CH:14]2[CH2:16][CH2:15]2)[C:34](=[O:36])[C:33]2[CH:32]=[CH:31][C:30]([C:29]3[O:25][CH:26]=[N:27][CH:28]=3)=[CH:38][CH:37]=2)[CH2:57][CH:56]1[CH3:64])=[O:54])([CH3:49])([CH3:50])[CH3:51]. Given the reactants F[P-](F)(F)(F)(F)F.N1(OC(N(C)C)=[N+](C)C)C2[N:13]=[CH:14][CH:15]=[CH:16]C=2N=N1.[O:25]1[C:29]([C:30]2[CH:38]=[CH:37][C:33]([C:34]([OH:36])=O)=[CH:32][CH:31]=2)=[CH:28][N:27]=[CH:26]1.C(N(CC)C(C)C)(C)C.[C:48]([O:52][C:53]([N:55]1[CH2:60][CH2:59][CH:58](C2CC2)[CH2:57][C:56]1(N)[CH3:64])=[O:54])([CH3:51])([CH3:50])[CH3:49], predict the reaction product. (7) Given the reactants Cl.[CH3:2][O:3][C:4]1[CH:5]=[C:6]([C:10]2(C(Cl)=O)[CH2:15][CH2:14][N:13]([C:16]3[N:21]=[CH:20][CH:19]=[CH:18][N:17]=3)[CH2:12][CH2:11]2)[CH:7]=[CH:8][CH:9]=1.Cl.CNC.[CH2:29]([N:31]([CH2:34]C)[CH2:32]C)[CH3:30].C(=O)([O-])[OH:37].[Na+], predict the reaction product. The product is: [CH3:2][O:3][C:4]1[CH:5]=[C:6]([C:10]2([CH2:30][C:29]([N:31]([CH3:34])[CH3:32])=[O:37])[CH2:15][CH2:14][N:13]([C:16]3[N:17]=[CH:18][CH:19]=[CH:20][N:21]=3)[CH2:12][CH2:11]2)[CH:7]=[CH:8][CH:9]=1.